This data is from Catalyst prediction with 721,799 reactions and 888 catalyst types from USPTO. The task is: Predict which catalyst facilitates the given reaction. (1) Reactant: Cl[C:2]1[C:7]([O:8][CH3:9])=[CH:6][C:5]([N+:10]([O-:12])=[O:11])=[CH:4][N:3]=1.[CH3:13][NH2:14]. Product: [CH3:9][O:8][C:7]1[C:2]([NH:14][CH3:13])=[N:3][CH:4]=[C:5]([N+:10]([O-:12])=[O:11])[CH:6]=1. The catalyst class is: 14. (2) Reactant: [NH:1]1[CH2:6][CH2:5][CH:4]([CH2:7][OH:8])[CH2:3][CH2:2]1.[C:9](O[C:9]([O:11][C:12]([CH3:15])([CH3:14])[CH3:13])=[O:10])([O:11][C:12]([CH3:15])([CH3:14])[CH3:13])=[O:10]. Product: [OH:8][CH2:7][CH:4]1[CH2:5][CH2:6][N:1]([C:9]([O:11][C:12]([CH3:15])([CH3:14])[CH3:13])=[O:10])[CH2:2][CH2:3]1. The catalyst class is: 2. (3) Reactant: [C:1]([C:3]1[C:4]([CH:19]([C:23]2[CH:28]=[CH:27][C:26]([Cl:29])=[C:25]([Cl:30])[CH:24]=2)[CH2:20][CH:21]=[O:22])=[C:5]([C:14]([O:16][CH2:17][CH3:18])=[O:15])[S:6][C:7]=1[N:8]1[CH2:13][CH2:12][O:11][CH2:10][CH2:9]1)#[N:2].[BH4-].[Na+]. Product: [C:1]([C:3]1[C:4]([CH:19]([C:23]2[CH:28]=[CH:27][C:26]([Cl:29])=[C:25]([Cl:30])[CH:24]=2)[CH2:20][CH2:21][OH:22])=[C:5]([C:14]([O:16][CH2:17][CH3:18])=[O:15])[S:6][C:7]=1[N:8]1[CH2:9][CH2:10][O:11][CH2:12][CH2:13]1)#[N:2]. The catalyst class is: 8. (4) Reactant: [C:1]([O:5][C:6](=[O:31])[NH:7][C@H:8]([C:17]1[CH:22]=[CH:21][C:20]([O:23][Si](C(C)(C)C)(C)C)=[CH:19][CH:18]=1)[CH2:9][N:10]1[CH2:15][CH2:14][N:13]([CH3:16])[CH2:12][CH2:11]1)([CH3:4])([CH3:3])[CH3:2].CCCC[N+](CCCC)(CCCC)CCCC.[F-]. Product: [C:1]([O:5][C:6](=[O:31])[NH:7][C@H:8]([C:17]1[CH:18]=[CH:19][C:20]([OH:23])=[CH:21][CH:22]=1)[CH2:9][N:10]1[CH2:11][CH2:12][N:13]([CH3:16])[CH2:14][CH2:15]1)([CH3:4])([CH3:2])[CH3:3]. The catalyst class is: 116.